This data is from Catalyst prediction with 721,799 reactions and 888 catalyst types from USPTO. The task is: Predict which catalyst facilitates the given reaction. Reactant: C(N(CC)CC)C.[F:8][C:9]([F:27])([F:26])[C:10]1[CH:15]=[CH:14][N:13]=[C:12]([NH:16][C:17](=[O:25])OC2C=CC=CC=2)[CH:11]=1.[NH2:28][C:29]1[CH:30]=[C:31]([CH:42]=[CH:43][CH:44]=1)[CH2:32][NH:33][C:34]1[C:35]([C:39]([NH2:41])=[O:40])=[N:36][NH:37][CH:38]=1. Product: [F:27][C:9]([F:8])([F:26])[C:10]1[CH:15]=[CH:14][N:13]=[C:12]([NH:16][C:17](=[O:25])[NH:28][C:29]2[CH:30]=[C:31]([CH:42]=[CH:43][CH:44]=2)[CH2:32][NH:33][C:34]2[C:35]([C:39]([NH2:41])=[O:40])=[N:36][NH:37][CH:38]=2)[CH:11]=1. The catalyst class is: 56.